This data is from Full USPTO retrosynthesis dataset with 1.9M reactions from patents (1976-2016). The task is: Predict the reactants needed to synthesize the given product. (1) Given the product [Cl:26][C:14]1[C:13]([O:27][CH3:28])=[CH:12][CH:11]=[C:10]2[C:15]=1[N:16]=[C:17]([C:19]1[S:20][CH:21]=[C:22]([CH:24]=[CH2:25])[N:23]=1)[CH:8]=[C:7]2[OH:9], predict the reactants needed to synthesize it. The reactants are: CC(C)([O-])C.[K+].[C:7]([C:10]1[C:15]([NH:16][C:17]([C:19]2[S:20][CH:21]=[C:22]([CH:24]=[CH2:25])[N:23]=2)=O)=[C:14]([Cl:26])[C:13]([O:27][CH3:28])=[CH:12][CH:11]=1)(=[O:9])[CH3:8]. (2) Given the product [Br:1][C:2]1[N:3]=[C:4]([S:31]([CH2:27][C:23]2[CH:22]=[CH:21][C:26]([Cl:40])=[CH:25][CH:24]=2)(=[O:34])=[O:32])[C:5](=[O:10])[N:6]([CH2:8][CH3:9])[CH:7]=1, predict the reactants needed to synthesize it. The reactants are: [Br:1][C:2]1[N:3]=[C:4](SCC2C=CC(Cl)=CC=2)[C:5](=[O:10])[N:6]([CH2:8][CH3:9])[CH:7]=1.Cl[C:21]1[CH:26]=[CH:25][CH:24]=[C:23]([C:27](OO)=O)[CH:22]=1.[S:31](S([O-])=O)([O-:34])(=O)=[O:32].[Na+].[Na+].[Cl:40]CCl.